Dataset: NCI-60 drug combinations with 297,098 pairs across 59 cell lines. Task: Regression. Given two drug SMILES strings and cell line genomic features, predict the synergy score measuring deviation from expected non-interaction effect. (1) Drug 1: CN1CCC(CC1)COC2=C(C=C3C(=C2)N=CN=C3NC4=C(C=C(C=C4)Br)F)OC. Drug 2: CC1=CC=C(C=C1)C2=CC(=NN2C3=CC=C(C=C3)S(=O)(=O)N)C(F)(F)F. Cell line: MCF7. Synergy scores: CSS=11.6, Synergy_ZIP=-1.11, Synergy_Bliss=6.25, Synergy_Loewe=5.16, Synergy_HSA=6.89. (2) Drug 2: C1CC(=O)NC(=O)C1N2C(=O)C3=CC=CC=C3C2=O. Cell line: UO-31. Synergy scores: CSS=7.91, Synergy_ZIP=-0.865, Synergy_Bliss=2.52, Synergy_Loewe=-1.79, Synergy_HSA=0.980. Drug 1: C1=CC(=CC=C1CC(C(=O)O)N)N(CCCl)CCCl.Cl. (3) Drug 1: C1CCN(CC1)CCOC2=CC=C(C=C2)C(=O)C3=C(SC4=C3C=CC(=C4)O)C5=CC=C(C=C5)O. Drug 2: CC1CCC2CC(C(=CC=CC=CC(CC(C(=O)C(C(C(=CC(C(=O)CC(OC(=O)C3CCCCN3C(=O)C(=O)C1(O2)O)C(C)CC4CCC(C(C4)OC)O)C)C)O)OC)C)C)C)OC. Cell line: LOX IMVI. Synergy scores: CSS=21.4, Synergy_ZIP=-4.68, Synergy_Bliss=-2.68, Synergy_Loewe=-5.80, Synergy_HSA=-0.468. (4) Drug 1: C1C(C(OC1N2C=C(C(=O)NC2=O)F)CO)O. Drug 2: CS(=O)(=O)OCCCCOS(=O)(=O)C. Cell line: SK-MEL-28. Synergy scores: CSS=13.4, Synergy_ZIP=-5.56, Synergy_Bliss=-1.88, Synergy_Loewe=-5.13, Synergy_HSA=-0.851. (5) Drug 1: CC1=C(C(=CC=C1)Cl)NC(=O)C2=CN=C(S2)NC3=CC(=NC(=N3)C)N4CCN(CC4)CCO. Drug 2: CN(CCCl)CCCl.Cl. Cell line: A549. Synergy scores: CSS=39.2, Synergy_ZIP=-3.25, Synergy_Bliss=2.10, Synergy_Loewe=1.42, Synergy_HSA=3.63. (6) Synergy scores: CSS=78.8, Synergy_ZIP=23.2, Synergy_Bliss=23.7, Synergy_Loewe=0, Synergy_HSA=24.3. Drug 2: CCC(=C(C1=CC=CC=C1)C2=CC=C(C=C2)OCCN(C)C)C3=CC=CC=C3.C(C(=O)O)C(CC(=O)O)(C(=O)O)O. Cell line: K-562. Drug 1: CC1C(C(=O)NC(C(=O)N2CCCC2C(=O)N(CC(=O)N(C(C(=O)O1)C(C)C)C)C)C(C)C)NC(=O)C3=C4C(=C(C=C3)C)OC5=C(C(=O)C(=C(C5=N4)C(=O)NC6C(OC(=O)C(N(C(=O)CN(C(=O)C7CCCN7C(=O)C(NC6=O)C(C)C)C)C)C(C)C)C)N)C. (7) Drug 1: CN(C)N=NC1=C(NC=N1)C(=O)N. Drug 2: CN1C2=C(C=C(C=C2)N(CCCl)CCCl)N=C1CCCC(=O)O.Cl. Cell line: HT29. Synergy scores: CSS=-7.15, Synergy_ZIP=-1.09, Synergy_Bliss=-5.54, Synergy_Loewe=-9.77, Synergy_HSA=-7.26. (8) Drug 1: C1=CC(=CC=C1CC(C(=O)O)N)N(CCCl)CCCl.Cl. Drug 2: CCC(=C(C1=CC=CC=C1)C2=CC=C(C=C2)OCCN(C)C)C3=CC=CC=C3.C(C(=O)O)C(CC(=O)O)(C(=O)O)O. Cell line: HT29. Synergy scores: CSS=-0.325, Synergy_ZIP=-0.371, Synergy_Bliss=1.29, Synergy_Loewe=-3.88, Synergy_HSA=-3.49. (9) Drug 1: C1=CC(=CC=C1CCCC(=O)O)N(CCCl)CCCl. Drug 2: C1C(C(OC1N2C=NC3=C2NC=NCC3O)CO)O. Cell line: RPMI-8226. Synergy scores: CSS=43.2, Synergy_ZIP=-4.55, Synergy_Bliss=-8.79, Synergy_Loewe=-12.7, Synergy_HSA=-7.55. (10) Drug 1: CN1CCC(CC1)COC2=C(C=C3C(=C2)N=CN=C3NC4=C(C=C(C=C4)Br)F)OC. Drug 2: CC1=C(N=C(N=C1N)C(CC(=O)N)NCC(C(=O)N)N)C(=O)NC(C(C2=CN=CN2)OC3C(C(C(C(O3)CO)O)O)OC4C(C(C(C(O4)CO)O)OC(=O)N)O)C(=O)NC(C)C(C(C)C(=O)NC(C(C)O)C(=O)NCCC5=NC(=CS5)C6=NC(=CS6)C(=O)NCCC[S+](C)C)O. Cell line: SW-620. Synergy scores: CSS=1.67, Synergy_ZIP=-1.93, Synergy_Bliss=-5.45, Synergy_Loewe=-7.43, Synergy_HSA=-6.24.